From a dataset of Full USPTO retrosynthesis dataset with 1.9M reactions from patents (1976-2016). Predict the reactants needed to synthesize the given product. (1) Given the product [F:13][C:14]1[CH:19]=[CH:18][C:17]([C:20]2[N:24]=[C:23]([C@H:25]3[CH2:30][CH2:29][CH2:28][N:27]([C:5]([C:4]4[CH:8]=[CH:9][CH:10]=[CH:11][C:3]=4[NH:2][CH3:1])=[O:7])[CH2:26]3)[O:22][N:21]=2)=[CH:16][CH:15]=1, predict the reactants needed to synthesize it. The reactants are: [CH3:1][NH:2][C:3]1[CH:11]=[CH:10][CH:9]=[CH:8][C:4]=1[C:5]([OH:7])=O.Cl.[F:13][C:14]1[CH:19]=[CH:18][C:17]([C:20]2[N:24]=[C:23]([C@H:25]3[CH2:30][CH2:29][CH2:28][NH:27][CH2:26]3)[O:22][N:21]=2)=[CH:16][CH:15]=1. (2) Given the product [N:17]1([C:14]2[N:15]=[CH:16][C:11]([N:8]3[CH2:7][CH2:6][C:5](=[O:4])[CH2:10][CH2:9]3)=[CH:12][CH:13]=2)[C:26]2[C:21](=[CH:22][CH:23]=[CH:24][CH:25]=2)[NH:20][CH2:19][CH2:18]1, predict the reactants needed to synthesize it. The reactants are: O1[C:5]2([CH2:10][CH2:9][N:8]([C:11]3[CH:12]=[CH:13][C:14]([N:17]4[C:26]5[C:21](=[CH:22][CH:23]=[CH:24][CH:25]=5)[N:20](C(O)=O)[CH2:19][CH2:18]4)=[N:15][CH:16]=3)[CH2:7][CH2:6]2)[O:4]CC1.S(=O)(=O)(O)O.[OH-].[Na+]. (3) Given the product [O:18]1[CH2:22][CH2:21][CH:20]([C:23]2[CH:27]=[C:26]([CH2:28][NH:29][C:2]3[N:7]=[C:6]([NH:8][C:9]4[NH:10][N:11]=[C:12]([O:14][CH:15]([CH3:17])[CH3:16])[CH:13]=4)[CH:5]=[CH:4][N:3]=3)[O:25][N:24]=2)[CH2:19]1, predict the reactants needed to synthesize it. The reactants are: Cl[C:2]1[N:7]=[C:6]([NH:8][C:9]2[NH:10][N:11]=[C:12]([O:14][CH:15]([CH3:17])[CH3:16])[CH:13]=2)[CH:5]=[CH:4][N:3]=1.[O:18]1[CH2:22][CH2:21][CH:20]([C:23]2[CH:27]=[C:26]([CH2:28][NH2:29])[O:25][N:24]=2)[CH2:19]1. (4) Given the product [CH2:1]([N:8]1[CH2:13][C:12]2([CH2:18][CH2:17][N:16]([C:19]3[CH:20]=[CH:21][C:22]([O:25][CH2:29][CH2:30][CH2:31][N:32]4[CH2:36][CH2:35][CH2:34][CH2:33]4)=[CH:23][CH:24]=3)[CH2:15][CH2:14]2)[O:11][CH2:10][C:9]1=[O:26])[C:2]1[CH:7]=[CH:6][CH:5]=[CH:4][CH:3]=1, predict the reactants needed to synthesize it. The reactants are: [CH2:1]([N:8]1[CH2:13][C:12]2([CH2:18][CH2:17][N:16]([C:19]3[CH:24]=[CH:23][C:22]([OH:25])=[CH:21][CH:20]=3)[CH2:15][CH2:14]2)[O:11][CH2:10][C:9]1=[O:26])[C:2]1[CH:7]=[CH:6][CH:5]=[CH:4][CH:3]=1.Br.Br[CH2:29][CH2:30][CH2:31][N:32]1[CH2:36][CH2:35][CH2:34][CH2:33]1. (5) Given the product [C:32]([O:31][C:30]([NH:29][C:8]1[CH2:9][C:10]([C:12](=[O:28])[N:13]([CH2:17][CH2:18][CH2:19][O:20][Si:21]([C:24]([CH3:27])([CH3:26])[CH3:25])([CH3:23])[CH3:22])[CH2:14][CH2:15][CH3:16])=[CH:11][C:5]2[CH:4]=[CH:3][C:2]([C:46]3[CH:47]=[CH:48][C:43]([C:41]([O:40][CH2:38][CH3:39])=[O:42])=[CH:44][CH:45]=3)=[CH:37][C:6]=2[N:7]=1)=[O:36])([CH3:35])([CH3:33])[CH3:34], predict the reactants needed to synthesize it. The reactants are: Br[C:2]1[CH:3]=[CH:4][C:5]2=[C:6]([CH:37]=1)[N:7]=[C:8]([NH:29][C:30](=[O:36])[O:31][C:32]([CH3:35])([CH3:34])[CH3:33])[CH2:9][C:10]([C:12](=[O:28])[N:13]([CH2:17][CH2:18][CH2:19][O:20][Si:21]([C:24]([CH3:27])([CH3:26])[CH3:25])([CH3:23])[CH3:22])[CH2:14][CH2:15][CH3:16])=[CH:11]2.[CH2:38]([O:40][C:41]([C:43]1[CH:48]=[CH:47][C:46](B(O)O)=[CH:45][CH:44]=1)=[O:42])[CH3:39].C(=O)([O-])[O-].[K+].[K+]. (6) Given the product [C:13]([C:12]1[C:7]([N:1]2[CH2:2][CH2:3][N:4]([CH2:25][C:26]([NH:28][C:29]3[CH:34]=[CH:33][CH:32]=[C:31]([N+:35]([O-:37])=[O:36])[CH:30]=3)=[O:27])[CH2:5][CH2:6]2)=[N:8][CH:9]=[CH:10][CH:11]=1)#[N:14], predict the reactants needed to synthesize it. The reactants are: [N:1]1([C:7]2[C:12]([C:13]#[N:14])=[CH:11][CH:10]=[CH:9][N:8]=2)[CH2:6][CH2:5][NH:4][CH2:3][CH2:2]1.C(N(CC)C(C)C)(C)C.Cl[CH2:25][C:26]([NH:28][C:29]1[CH:34]=[CH:33][CH:32]=[C:31]([N+:35]([O-:37])=[O:36])[CH:30]=1)=[O:27].